Dataset: Full USPTO retrosynthesis dataset with 1.9M reactions from patents (1976-2016). Task: Predict the reactants needed to synthesize the given product. (1) Given the product [F:10][C:7]1[CH:8]=[N:9][C:2]([N:11]2[CH2:15][CH2:14][CH2:13][CH2:12]2)=[C:3]([CH:6]=1)[C:4]#[N:5], predict the reactants needed to synthesize it. The reactants are: Cl[C:2]1[N:9]=[CH:8][C:7]([F:10])=[CH:6][C:3]=1[C:4]#[N:5].[NH:11]1[CH2:15][CH2:14][CH2:13][CH2:12]1. (2) The reactants are: [N-:1]=[N+:2]=[N-:3].[Na+].[Cl-].[Al+3].[Cl-].[Cl-].[Cl:9][C:10]1[CH:11]=[C:12]([N:16]=[C:17]=[O:18])[CH:13]=[CH:14][CH:15]=1.N([O-])=O.[Na+].Cl. Given the product [Cl:9][C:10]1[CH:11]=[C:12]([N:16]2[C:17](=[O:18])[NH:3][N:2]=[N:1]2)[CH:13]=[CH:14][CH:15]=1, predict the reactants needed to synthesize it. (3) Given the product [CH2:1]([O:3][C:4]([C:6]1[N:7]=[C:8]([CH2:11][Br:12])[O:9][CH:10]=1)=[O:5])[CH3:2], predict the reactants needed to synthesize it. The reactants are: [CH2:1]([O:3][C:4]([C:6]1[N:7]=[C:8]([CH3:11])[O:9][CH:10]=1)=[O:5])[CH3:2].[Br:12]N1C(=O)CCC1=O.C1C=CC(C(OOC(C2C=CC=CC=2)=O)=O)=CC=1.